From a dataset of Forward reaction prediction with 1.9M reactions from USPTO patents (1976-2016). Predict the product of the given reaction. (1) Given the reactants [CH2:1]([O:3][C:4](=[O:19])[CH2:5][C:6](=[O:18])[CH2:7][CH2:8][CH2:9][O:10][CH2:11][C:12]1[CH:17]=[CH:16][CH:15]=[CH:14][CH:13]=1)[CH3:2].S(Cl)([Cl:23])(=O)=O, predict the reaction product. The product is: [CH2:1]([O:3][C:4](=[O:19])[CH:5]([Cl:23])[C:6](=[O:18])[CH2:7][CH2:8][CH2:9][O:10][CH2:11][C:12]1[CH:17]=[CH:16][CH:15]=[CH:14][CH:13]=1)[CH3:2]. (2) The product is: [CH3:18][C:12]([O:10][C:6]1[CH:7]=[CH:8][CH:9]=[C:4]([N+:1]([O-:3])=[O:2])[CH:5]=1)([CH3:19])[C:13]([O:15][CH2:16][CH3:17])=[O:14]. Given the reactants [N+:1]([C:4]1[CH:5]=[C:6]([OH:10])[CH:7]=[CH:8][CH:9]=1)([O-:3])=[O:2].Br[C:12]([CH3:19])([CH3:18])[C:13]([O:15][CH2:16][CH3:17])=[O:14].C([O-])([O-])=O.[K+].[K+], predict the reaction product. (3) Given the reactants Cl[CH2:2][C:3]1[C:4]([NH:13][CH2:14][CH3:15])=[CH:5][C:6]([N:9]([O:11][CH3:12])[CH3:10])=[N:7][CH:8]=1.[F:16][C:17]1[CH:22]=[CH:21][C:20]([NH2:23])=[CH:19][C:18]=1[N+:24]([O-:26])=[O:25], predict the reaction product. The product is: [CH2:14]([NH:13][C:4]1[C:3]([CH2:2][NH:23][C:20]2[CH:21]=[CH:22][C:17]([F:16])=[C:18]([N+:24]([O-:26])=[O:25])[CH:19]=2)=[CH:8][N:7]=[C:6]([N:9]([O:11][CH3:12])[CH3:10])[CH:5]=1)[CH3:15]. (4) Given the reactants [OH:1][C@H:2]([CH3:15])[CH2:3][N:4]1[C:9](=[O:10])[CH:8]=[CH:7][C:6]([C:11]([O:13]C)=[O:12])=[CH:5]1.C1COCC1.[Li+].[OH-], predict the reaction product. The product is: [OH:1][C@H:2]([CH3:15])[CH2:3][N:4]1[C:9](=[O:10])[CH:8]=[CH:7][C:6]([C:11]([OH:13])=[O:12])=[CH:5]1.